Dataset: NCI-60 drug combinations with 297,098 pairs across 59 cell lines. Task: Regression. Given two drug SMILES strings and cell line genomic features, predict the synergy score measuring deviation from expected non-interaction effect. (1) Drug 1: CS(=O)(=O)C1=CC(=C(C=C1)C(=O)NC2=CC(=C(C=C2)Cl)C3=CC=CC=N3)Cl. Drug 2: CCN(CC)CCCC(C)NC1=C2C=C(C=CC2=NC3=C1C=CC(=C3)Cl)OC. Cell line: ACHN. Synergy scores: CSS=11.3, Synergy_ZIP=0.487, Synergy_Bliss=-0.700, Synergy_Loewe=-34.1, Synergy_HSA=-2.55. (2) Drug 1: CC1C(C(CC(O1)OC2CC(CC3=C2C(=C4C(=C3O)C(=O)C5=C(C4=O)C(=CC=C5)OC)O)(C(=O)C)O)N)O.Cl. Drug 2: C1=NC2=C(N=C(N=C2N1C3C(C(C(O3)CO)O)F)Cl)N. Cell line: SF-268. Synergy scores: CSS=24.7, Synergy_ZIP=-13.4, Synergy_Bliss=-5.38, Synergy_Loewe=-7.73, Synergy_HSA=-4.80. (3) Drug 1: CC1=CC=C(C=C1)C2=CC(=NN2C3=CC=C(C=C3)S(=O)(=O)N)C(F)(F)F. Drug 2: CC1C(C(CC(O1)OC2CC(CC3=C2C(=C4C(=C3O)C(=O)C5=CC=CC=C5C4=O)O)(C(=O)C)O)N)O. Cell line: SW-620. Synergy scores: CSS=40.0, Synergy_ZIP=-1.77, Synergy_Bliss=-2.73, Synergy_Loewe=-21.7, Synergy_HSA=0.399.